Dataset: Full USPTO retrosynthesis dataset with 1.9M reactions from patents (1976-2016). Task: Predict the reactants needed to synthesize the given product. (1) Given the product [CH3:25][N:26]1[C:30](=[O:31])[CH2:29][N:28]([C:2]2[CH:3]=[CH:4][C:5]([C:8]([N:10]3[CH2:15][CH2:14][N:13]([C:16]4[C:21]([CH3:22])=[CH:20][C:19]([CH3:23])=[C:18]([CH3:24])[N:17]=4)[CH2:12][CH2:11]3)=[O:9])=[CH:6][N:7]=2)[C:27]1=[O:32], predict the reactants needed to synthesize it. The reactants are: Br[C:2]1[N:7]=[CH:6][C:5]([C:8]([N:10]2[CH2:15][CH2:14][N:13]([C:16]3[C:21]([CH3:22])=[CH:20][C:19]([CH3:23])=[C:18]([CH3:24])[N:17]=3)[CH2:12][CH2:11]2)=[O:9])=[CH:4][CH:3]=1.[CH3:25][N:26]1[C:30](=[O:31])[CH2:29][NH:28][C:27]1=[O:32]. (2) Given the product [C:11]([OH:13])(=[O:12])[CH:10]=[CH2:9].[CH2:1]=[CH:2][C:3]1[CH:8]=[CH:7][CH:6]=[CH:5][CH:4]=1, predict the reactants needed to synthesize it. The reactants are: [CH:1]([CH:9]=[CH:10][C:11]([O-:13])=[O:12])=[CH:2][C:3]1[CH:8]=[CH:7][CH:6]=[CH:5][CH:4]=1. (3) Given the product [C:8]1(=[O:15])[O:14][C:11](=[O:12])[CH2:10][CH2:9]1.[CH3:1][C:2]1([CH3:7])[NH:6][CH2:5][CH2:4][S:3]1.[CH3:1][C:2]1([CH3:7])[NH:6][CH2:5][CH2:4][S:3]1.[C:8]([OH:15])(=[O:14])/[CH:9]=[CH:10]\[C:11]([NH2:13])=[O:12], predict the reactants needed to synthesize it. The reactants are: [CH3:1][C:2]1([CH3:7])[NH:6][CH2:5][CH2:4][S:3]1.[C:8]([OH:15])(=[O:14])[CH2:9][CH2:10][C:11]([NH2:13])=[O:12]. (4) The reactants are: Cl.[CH3:2][O:3][C:4]1[CH:5]=[C:6]([C:12]2[C:13]([CH3:25])([CH3:24])[C:14](=[O:23])[N:15]([CH:17]3[CH2:22][CH2:21][NH:20][CH2:19][CH2:18]3)[N:16]=2)[CH:7]=[CH:8][C:9]=1[O:10][CH3:11].[F:26][C:27]1[CH:32]=[CH:31][C:30]([S:33](Cl)(=[O:35])=[O:34])=[C:29]([CH3:37])[CH:28]=1. Given the product [CH3:2][O:3][C:4]1[CH:5]=[C:6]([C:12]2[C:13]([CH3:25])([CH3:24])[C:14](=[O:23])[N:15]([CH:17]3[CH2:22][CH2:21][N:20]([S:33]([C:30]4[CH:31]=[CH:32][C:27]([F:26])=[CH:28][C:29]=4[CH3:37])(=[O:34])=[O:35])[CH2:19][CH2:18]3)[N:16]=2)[CH:7]=[CH:8][C:9]=1[O:10][CH3:11], predict the reactants needed to synthesize it.